Predict the reaction yield, written as a fraction of the theoretical maximum amount of product (1.0 means a 100% yield; for example, 0.34 means a 34% yield). From a dataset of Reaction yield outcomes from USPTO patents with 853,638 reactions. (1) The reactants are [NH2:1][C:2]1[C:7]([O:8][C:9]2[C:10]([CH:19]([CH3:21])[CH3:20])=[CH:11][C:12]([O:17][CH3:18])=[C:13]([CH:16]=2)[C:14]#[N:15])=[CH:6][N:5]=[C:4]([NH:22][CH2:23][CH3:24])[N:3]=1.[OH-:25].[Na+].Cl. The catalyst is CCO.O.O. The product is [NH2:1][C:2]1[C:7]([O:8][C:9]2[C:10]([CH:19]([CH3:20])[CH3:21])=[CH:11][C:12]([O:17][CH3:18])=[C:13]([CH:16]=2)[C:14]([NH2:15])=[O:25])=[CH:6][N:5]=[C:4]([NH:22][CH2:23][CH3:24])[N:3]=1. The yield is 0.270. (2) The reactants are [Cl:1][C:2]1[C:3]([N:8]2[C:12]([C:13]([O:15][CH3:16])=[O:14])=[CH:11][C:10]([CH:17]=[O:18])=[N:9]2)=[N:4][CH:5]=[CH:6][CH:7]=1.[I-].[CH3:20][S+](C)C.CC([O-])(C)C.[K+].O. The catalyst is CS(C)=O. The product is [Cl:1][C:2]1[C:3]([N:8]2[C:12]([C:13]([O:15][CH3:16])=[O:14])=[CH:11][C:10]([CH:17]3[CH2:20][O:18]3)=[N:9]2)=[N:4][CH:5]=[CH:6][CH:7]=1. The yield is 0.210.